From a dataset of Reaction yield outcomes from USPTO patents with 853,638 reactions. Predict the reaction yield, written as a fraction of the theoretical maximum amount of product (1.0 means a 100% yield; for example, 0.34 means a 34% yield). (1) The reactants are [F:1][C:2]([F:12])([F:11])[C:3]1[NH:8][C:7](=[O:9])[NH:6][C:5](=[O:10])[CH:4]=1.S(=O)(=O)(O)O.[F:18][C:19](I)([F:21])[F:20].OO. The catalyst is [CH-]1C=CC=C1.[CH-]1C=CC=C1.[Fe+2].CS(C)=O. The product is [F:18][C:19]([F:21])([F:20])[C:4]1[C:5](=[O:10])[NH:6][C:7](=[O:9])[NH:8][C:3]=1[C:2]([F:1])([F:11])[F:12]. The yield is 0.630. (2) The reactants are [Cl:1][C:2]1[CH:30]=[CH:29][CH:28]=[C:27]([Cl:31])[C:3]=1[CH2:4][CH:5]1[CH2:9][CH2:8][N:7]([CH:10]2[CH2:15][CH2:14][CH2:13][N:12](C(OCC3C=CC=CC=3)=O)[CH2:11]2)[C:6]1=[O:26]. The catalyst is C(O)(=O)C.Br. The product is [Cl:1][C:2]1[CH:30]=[CH:29][CH:28]=[C:27]([Cl:31])[C:3]=1[CH2:4][CH:5]1[CH2:9][CH2:8][N:7]([CH:10]2[CH2:15][CH2:14][CH2:13][NH:12][CH2:11]2)[C:6]1=[O:26]. The yield is 0.490. (3) The reactants are C1(C#CC2CC3(CCNCC3)ON=2)C=CC=CC=1.[F:19][C:20]1[CH:21]=[C:22]([C:26]#[C:27][C:28]2[CH2:42][C:31]3([CH2:34][N:33](C(OC(C)(C)C)=O)[CH2:32]3)[O:30][N:29]=2)[CH:23]=[CH:24][CH:25]=1. The catalyst is C(Cl)(Cl)Cl. The product is [F:19][C:20]1[CH:21]=[C:22]([C:26]#[C:27][C:28]2[CH2:42][C:31]3([CH2:34][NH:33][CH2:32]3)[O:30][N:29]=2)[CH:23]=[CH:24][CH:25]=1. The yield is 0.334. (4) The reactants are [CH2:1]([O:3][C:4](=[O:29])[CH2:5][C:6]1[N:7]=[C:8]([NH:11][C:12]([NH:14][C:15]2[CH:20]=[CH:19][C:18]([CH3:21])=[CH:17][C:16]=2[C:22]([CH:24]2[CH2:28][CH2:27][CH2:26][CH2:25]2)=[O:23])=[O:13])[S:9][CH:10]=1)[CH3:2].[Br:30]N1C(=O)CCC1=O. The catalyst is C(#N)C.C(Cl)Cl. The product is [CH2:1]([O:3][C:4](=[O:29])[CH2:5][C:6]1[N:7]=[C:8]([NH:11][C:12]([NH:14][C:15]2[CH:20]=[CH:19][C:18]([CH3:21])=[CH:17][C:16]=2[C:22]([CH:24]2[CH2:28][CH2:27][CH2:26][CH2:25]2)=[O:23])=[O:13])[S:9][C:10]=1[Br:30])[CH3:2]. The yield is 0.210. (5) The reactants are [Br:1][C:2]1[CH:7]=[CH:6][C:5]([NH2:8])=[C:4]([NH2:9])[CH:3]=1.[Cl:10][C:11]([F:16])([F:15])[C:12](O)=O. The catalyst is O. The product is [Br:1][C:2]1[CH:7]=[CH:6][C:5]2[NH:8][C:12]([C:11]([Cl:10])([F:16])[F:15])=[N:9][C:4]=2[CH:3]=1. The yield is 0.420.